This data is from Full USPTO retrosynthesis dataset with 1.9M reactions from patents (1976-2016). The task is: Predict the reactants needed to synthesize the given product. (1) Given the product [N:8]1([C:6]([C:2]2[S:1][CH:5]=[C:4]([S:15]([Cl:14])(=[O:17])=[O:16])[CH:3]=2)=[O:7])[CH2:9][CH2:10][O:11][CH2:12][CH2:13]1, predict the reactants needed to synthesize it. The reactants are: [S:1]1[CH:5]=[CH:4][CH:3]=[C:2]1[C:6]([N:8]1[CH2:13][CH2:12][O:11][CH2:10][CH2:9]1)=[O:7].[Cl:14][S:15](O)(=[O:17])=[O:16]. (2) Given the product [CH2:1]([C:8]1[CH:9]=[N:10][C:11]2[C:16]([C:17]=1[C:18]1[CH:19]=[C:20]([NH:24][CH2:34][C:30]3[NH:29][CH:33]=[CH:32][N:31]=3)[CH:21]=[CH:22][CH:23]=1)=[CH:15][CH:14]=[CH:13][C:12]=2[C:25]([F:28])([F:26])[F:27])[C:2]1[CH:3]=[CH:4][CH:5]=[CH:6][CH:7]=1, predict the reactants needed to synthesize it. The reactants are: [CH2:1]([C:8]1[CH:9]=[N:10][C:11]2[C:16]([C:17]=1[C:18]1[CH:19]=[C:20]([NH2:24])[CH:21]=[CH:22][CH:23]=1)=[CH:15][CH:14]=[CH:13][C:12]=2[C:25]([F:28])([F:27])[F:26])[C:2]1[CH:7]=[CH:6][CH:5]=[CH:4][CH:3]=1.[NH:29]1[CH:33]=[CH:32][N:31]=[C:30]1[CH:34]=O. (3) The reactants are: [CH:1](B1OC(C)(C)C(C)(C)O1)=[CH2:2].[NH2:12][C:13]1[C:18](I)=[C:17]([O:20][CH2:21][C:22]([O:24][CH3:25])=[O:23])[N:16]=[C:15]([S:26][CH3:27])[N:14]=1.[F-].[Cs+]. Given the product [NH2:12][C:13]1[C:18]([CH:1]=[CH2:2])=[C:17]([O:20][CH2:21][C:22]([O:24][CH3:25])=[O:23])[N:16]=[C:15]([S:26][CH3:27])[N:14]=1, predict the reactants needed to synthesize it. (4) Given the product [CH3:1][O:2][C:3]1[CH:4]=[C:5]2[C:10](=[CH:11][CH:12]=1)[C:9](=[O:13])[NH:8][C:7](=[O:14])[C:6]2=[CH:15][NH:31][C:28]1[CH:27]=[CH:26][C:25]([CH2:24][N:18]2[CH2:23][CH2:22][CH2:21][CH2:20][CH2:19]2)=[CH:30][CH:29]=1, predict the reactants needed to synthesize it. The reactants are: [CH3:1][O:2][C:3]1[CH:4]=[C:5]2[C:10](=[CH:11][CH:12]=1)[C:9](=[O:13])[NH:8][C:7](=[O:14])/[C:6]/2=[CH:15]/OC.[N:18]1([CH2:24][C:25]2[CH:30]=[CH:29][C:28]([NH2:31])=[CH:27][CH:26]=2)[CH2:23][CH2:22][CH2:21][CH2:20][CH2:19]1. (5) Given the product [OH:23][C:5]1[CH:6]=[CH:7][C:8]([NH:10][C:11]2[C:20]3[C:15](=[CH:16][CH:17]=[CH:18][CH:19]=3)[C:14]([OH:21])=[CH:13][CH:12]=2)=[CH:9][C:4]=1[C:3]([OH:25])=[O:2], predict the reactants needed to synthesize it. The reactants are: C[O:2][C:3](=[O:25])[C:4]1[CH:9]=[C:8]([NH:10][C:11]2[C:20]3[C:15](=[CH:16][CH:17]=[CH:18][CH:19]=3)[C:14]([O:21]C)=[CH:13][CH:12]=2)[CH:7]=[CH:6][C:5]=1[O:23]C.B(Br)(Br)Br. (6) Given the product [C:23]([C:18]1[CH:19]=[CH:20][CH:21]=[CH:22][C:17]=1[NH:16][CH:4]([CH2:5][C:6]1[CH:7]=[CH:8][C:9]([O:12][CH2:13][CH2:14][C:41]2[C:42]3[NH:43][C:44]4[C:36](=[CH:35][CH:34]=[CH:33][CH:32]=4)[C:37]=3[CH:38]=[CH:39][CH:40]=2)=[CH:10][CH:11]=1)[C:3]([OH:2])=[O:31])(=[O:30])[C:24]1[CH:29]=[CH:28][CH:27]=[N:26][CH:25]=1, predict the reactants needed to synthesize it. The reactants are: C[O:2][C:3](=[O:31])[CH:4]([NH:16][C:17]1[CH:22]=[CH:21][CH:20]=[CH:19][C:18]=1[C:23](=[O:30])[C:24]1[CH:29]=[CH:28][CH:27]=[N:26][CH:25]=1)[CH2:5][C:6]1[CH:11]=[CH:10][C:9]([O:12][CH2:13][CH2:14]Br)=[CH:8][CH:7]=1.[CH:32]1[C:44]2[NH:43][C:42]3[C:37](=[CH:38][CH:39]=[CH:40][CH:41]=3)[C:36]=2[CH:35]=[CH:34][CH:33]=1.[OH-].[Na+]. (7) Given the product [C:1]([C:3]1[CH:4]=[C:5]([CH:27]=[C:28]([F:35])[C:29]=1[NH:30][S:31]([CH3:34])(=[O:32])=[O:33])[CH2:6][NH:7][C:8](=[O:26])[CH2:9][CH2:10][C:11]1[C:12]([N:21]2[CH2:22][CH2:23][CH2:24][CH2:25]2)=[N:13][C:14]([C:17]([F:18])([F:20])[F:19])=[CH:15][CH:16]=1)#[CH:2], predict the reactants needed to synthesize it. The reactants are: [C:1]([C:3]1[CH:4]=[C:5]([CH:27]=[C:28]([F:35])[C:29]=1[NH:30][S:31]([CH3:34])(=[O:33])=[O:32])[CH2:6][NH:7][C:8](=[O:26])[CH:9]=[CH:10][C:11]1[C:12]([N:21]2[CH2:25][CH2:24][CH2:23][CH2:22]2)=[N:13][C:14]([C:17]([F:20])([F:19])[F:18])=[CH:15][CH:16]=1)#[CH:2].CO. (8) Given the product [NH2:5][C@H:9]([CH2:10][CH3:11])[C:12]([NH:14][C:15]1[CH:16]=[N:17][C:18]([O:21][C:22]2[CH:27]=[CH:26][CH:25]=[C:24]([CH:28]([CH3:29])[CH3:30])[CH:23]=2)=[CH:19][CH:20]=1)=[O:13], predict the reactants needed to synthesize it. The reactants are: CC([N:5]([C@@H:9]([C:12]([NH:14][C:15]1[CH:16]=[N:17][C:18]([O:21][C:22]2[CH:27]=[CH:26][CH:25]=[C:24]([CH:28]([CH3:30])[CH3:29])[CH:23]=2)=[CH:19][CH:20]=1)=[O:13])[CH2:10][CH3:11])C(=O)[O-])(C)C.C(O)(C(F)(F)F)=O.